This data is from Full USPTO retrosynthesis dataset with 1.9M reactions from patents (1976-2016). The task is: Predict the reactants needed to synthesize the given product. Given the product [Br:1][C:2]1[CH:3]=[C:4]([CH:17]=[CH:18][C:19]=1[O:20][CH3:21])[O:5][C:6]1[C:11]([CH3:12])=[CH:10][C:9]([NH2:13])=[CH:8][C:7]=1[CH3:16], predict the reactants needed to synthesize it. The reactants are: [Br:1][C:2]1[CH:3]=[C:4]([CH:17]=[CH:18][C:19]=1[O:20][CH3:21])[O:5][C:6]1[C:11]([CH3:12])=[CH:10][C:9]([N+:13]([O-])=O)=[CH:8][C:7]=1[CH3:16].